From a dataset of Reaction yield outcomes from USPTO patents with 853,638 reactions. Predict the reaction yield, written as a fraction of the theoretical maximum amount of product (1.0 means a 100% yield; for example, 0.34 means a 34% yield). (1) The reactants are [OH:1][C:2]1[CH:7]=[CH:6][C:5]([CH2:8][C:9]([O:11][CH2:12][CH3:13])=[O:10])=[CH:4][CH:3]=1.C([O-])([O-])=O.[K+].[K+].Cl[CH2:21][C:22]1[CH:31]=[CH:30][C:29]2[C:24](=[CH:25][CH:26]=[CH:27][CH:28]=2)[N:23]=1. The catalyst is C(#N)C.O. The product is [N:23]1[C:24]2[C:29](=[CH:28][CH:27]=[CH:26][CH:25]=2)[CH:30]=[CH:31][C:22]=1[CH2:21][O:1][C:2]1[CH:3]=[CH:4][C:5]([CH2:8][C:9]([O:11][CH2:12][CH3:13])=[O:10])=[CH:6][CH:7]=1. The yield is 0.950. (2) The reactants are [N:1]1[N:5]2[C:6]([C:10]3[CH:11]=[C:12]([NH:16][C:17](=[O:28])[C:18]4[CH:23]=[CH:22][CH:21]=[C:20]([C:24]([F:27])([F:26])[F:25])[CH:19]=4)[CH:13]=[CH:14][CH:15]=3)=[CH:7][CH2:8][NH:9][C:4]2=[CH:3][CH:2]=1.[H-].[Na+].[C:31](OC(=O)C)(=[O:33])[CH3:32]. The catalyst is CN(C=O)C. The product is [C:31]([N:9]1[CH2:8][CH:7]=[C:6]([C:10]2[CH:11]=[C:12]([NH:16][C:17](=[O:28])[C:18]3[CH:23]=[CH:22][CH:21]=[C:20]([C:24]([F:25])([F:26])[F:27])[CH:19]=3)[CH:13]=[CH:14][CH:15]=2)[N:5]2[N:1]=[CH:2][CH:3]=[C:4]12)(=[O:33])[CH3:32]. The yield is 0.270. (3) The reactants are [O:1]1[CH:5]=[CH:4][CH:3]=[C:2]1[C:6]1[N:11]=[C:10]([C:12]#[N:13])[CH:9]=[CH:8][CH:7]=1.[C:14](OC)(=[O:22])[C:15]1[C:16](=[CH:18][CH:19]=[CH:20][CH:21]=1)[SH:17].C(N(CC)CC)C. The catalyst is C1(C)C=CC=CC=1. The product is [O:1]1[CH:5]=[CH:4][CH:3]=[C:2]1[C:6]1[N:11]=[C:10]([C:12]2[S:17][C:16]3[CH:18]=[CH:19][CH:20]=[CH:21][C:15]=3[C:14](=[O:22])[N:13]=2)[CH:9]=[CH:8][CH:7]=1. The yield is 0.690.